Dataset: Forward reaction prediction with 1.9M reactions from USPTO patents (1976-2016). Task: Predict the product of the given reaction. Given the reactants [Br:1][C:2]1[CH:3]=[N:4][N:5]2[CH:10]=[CH:9][C:8](Cl)=[N:7][C:6]=12.[CH2:12]([C@H:15]1[CH2:19][O:18][C:17](=[O:20])[NH:16]1)[CH2:13][CH3:14].[H-].[Na+].[NH4+].[Cl-], predict the reaction product. The product is: [Br:1][C:2]1[CH:3]=[N:4][N:5]2[CH:10]=[CH:9][C:8]([N:16]3[C@@H:15]([CH2:12][CH2:13][CH3:14])[CH2:19][O:18][C:17]3=[O:20])=[N:7][C:6]=12.